From a dataset of Catalyst prediction with 721,799 reactions and 888 catalyst types from USPTO. Predict which catalyst facilitates the given reaction. (1) Reactant: C(ON=O)CC(C)C.[F:9][C:10]1[CH:23]=[CH:22][CH:21]=[CH:20][C:11]=1[O:12][C:13]1[CH:18]=[CH:17][C:16](N)=[CH:15][CH:14]=1.[I:24]CI.O. Product: [F:9][C:10]1[CH:23]=[CH:22][CH:21]=[CH:20][C:11]=1[O:12][C:13]1[CH:18]=[CH:17][C:16]([I:24])=[CH:15][CH:14]=1. The catalyst class is: 10. (2) Reactant: Br[C:2]1[CH:7]=[CH:6][C:5]([Br:8])=[CH:4][N:3]=1.[OH:9][CH:10]1[CH2:15][CH2:14][NH:13][CH2:12][CH2:11]1.C([O-])([O-])=O.[K+].[K+]. Product: [Br:8][C:5]1[CH:6]=[CH:7][C:2]([N:13]2[CH2:14][CH2:15][CH:10]([OH:9])[CH2:11][CH2:12]2)=[N:3][CH:4]=1. The catalyst class is: 8. (3) Reactant: [F:1][CH2:2][CH2:3][O:4][C:5]1[CH:6]=[CH:7][C:8]([N+:15]([O-])=O)=[C:9]([CH2:11][C:12](O)=[O:13])[CH:10]=1. Product: [F:1][CH2:2][CH2:3][O:4][C:5]1[CH:10]=[C:9]2[C:8](=[CH:7][CH:6]=1)[NH:15][C:12](=[O:13])[CH2:11]2. The catalyst class is: 409. (4) Reactant: [CH2:1]([N:3]([CH2:14][CH3:15])[C:4](=[O:13])[O:5][C:6]1[CH:11]=[CH:10][CH:9]=[C:8]([Br:12])[CH:7]=1)[CH3:2].[CH:16]([Li])(CC)[CH3:17].CN(CCN(C)C)C.ICC. Product: [CH2:14]([N:3]([CH2:1][CH3:2])[C:4](=[O:13])[O:5][C:6]1[CH:11]=[CH:10][CH:9]=[C:8]([Br:12])[C:7]=1[CH2:16][CH3:17])[CH3:15]. The catalyst class is: 7.